This data is from Full USPTO retrosynthesis dataset with 1.9M reactions from patents (1976-2016). The task is: Predict the reactants needed to synthesize the given product. Given the product [N:37]1([S:41]([NH:44][C:18](=[O:20])[C:17]2[CH:21]=[C:22]([F:23])[C:14]([CH2:13][O:12][C:4]3[CH:5]=[N:6][C:7]([O:8][CH:9]([CH3:10])[CH3:11])=[C:2]([Cl:1])[CH:3]=3)=[CH:15][C:16]=2[F:24])(=[O:43])=[O:42])[CH2:40][CH2:39][CH2:38]1, predict the reactants needed to synthesize it. The reactants are: [Cl:1][C:2]1[CH:3]=[C:4]([O:12][CH2:13][C:14]2[C:22]([F:23])=[CH:21][C:17]([C:18]([OH:20])=O)=[C:16]([F:24])[CH:15]=2)[CH:5]=[N:6][C:7]=1[O:8][CH:9]([CH3:11])[CH3:10].Cl.CN(C)CCCN=C=NCC.[N:37]1([S:41]([NH2:44])(=[O:43])=[O:42])[CH2:40][CH2:39][CH2:38]1.